Dataset: CYP1A2 inhibition data for predicting drug metabolism from PubChem BioAssay. Task: Regression/Classification. Given a drug SMILES string, predict its absorption, distribution, metabolism, or excretion properties. Task type varies by dataset: regression for continuous measurements (e.g., permeability, clearance, half-life) or binary classification for categorical outcomes (e.g., BBB penetration, CYP inhibition). Dataset: cyp1a2_veith. (1) The compound is Clc1ccc(C=Nc2ccc3c(c2)Cc2ccccc2-3)c(Cl)c1. The result is 1 (inhibitor). (2) The compound is Cc1ccc(CS(=O)(=O)CCC(=O)NCc2ccccn2)cc1. The result is 0 (non-inhibitor). (3) The compound is O=c1c(-c2ccccc2)nc2cnc(Oc3ccccc3)nc2n1C[C@H]1CCCO1. The result is 1 (inhibitor). (4) The result is 0 (non-inhibitor). The molecule is Cc1nc2sccc2c(=O)n1-c1ccccc1Cl. (5) The compound is CC(C)c1ccc(CNc2cc(N3CCCC3)ccc2[N+](=O)[O-])cc1. The result is 1 (inhibitor). (6) The compound is O=C(c1ccncc1)N1CCC2(CCCN(c3ccc(-c4ccccc4)cc3)C2)CC1. The result is 1 (inhibitor). (7) The result is 0 (non-inhibitor). The molecule is C[C@@H]1O[C@@H](O[C@H]2C[C@@H](O)[C@@]3(CO)[C@@H]4[C@H](CC[C@@]3(O)C2)[C@@]2(O)CC[C@H](C3=CC(=O)OC3)[C@@]2(C)C[C@H]4O)[C@@H](O)[C@H](O)[C@H]1O. (8) The compound is CCc1ccccc1OC[C@@H](O)CN[C@H]1CCCc2ccccc21. The result is 1 (inhibitor). (9) The drug is O=C(O)Cc1c[nH]c2ccc(F)cc12. The result is 0 (non-inhibitor). (10) The molecule is Nc1ccc(S(=O)(=O)Nc2ncccn2)cc1. The result is 0 (non-inhibitor).